This data is from Reaction yield outcomes from USPTO patents with 853,638 reactions. The task is: Predict the reaction yield, written as a fraction of the theoretical maximum amount of product (1.0 means a 100% yield; for example, 0.34 means a 34% yield). (1) The reactants are CN(C)[CH:3]=[C:4]([C:8]1[CH:13]=[CH:12][N:11]=[C:10]([S:14][CH3:15])[N:9]=1)[C:5](=O)[CH3:6].C([O-])([O-])=O.[K+].[K+].Cl.[NH2:24][C:25]([NH2:27])=[NH:26]. The catalyst is CN(C=O)C. The product is [CH3:6][C:5]1[C:4]([C:8]2[CH:13]=[CH:12][N:11]=[C:10]([S:14][CH3:15])[N:9]=2)=[CH:3][N:24]=[C:25]([NH2:27])[N:26]=1. The yield is 0.800. (2) The reactants are [Cl:1][C:2]1[C:10]([O:11][C:12]([C:15]#[N:16])([CH3:14])[CH3:13])=[CH:9][CH:8]=[CH:7][C:3]=1[C:4]([OH:6])=O.F[P-](F)(F)(F)(F)F.N1(OC(N(C)C)=[N+](C)C)C2N=CC=CC=2N=N1.[NH2:41][C:42]1[CH:43]=[C:44]([N:49]([CH3:65])[C:50]2[N:55]=[C:54]3[S:56][C:57]([NH:59][C:60]([CH:62]4[CH2:64][CH2:63]4)=[O:61])=[N:58][C:53]3=[CH:52][CH:51]=2)[CH:45]=[CH:46][C:47]=1[F:48]. The catalyst is N1C=CC=CC=1. The product is [Cl:1][C:2]1[C:10]([O:11][C:12]([C:15]#[N:16])([CH3:14])[CH3:13])=[CH:9][CH:8]=[CH:7][C:3]=1[C:4]([NH:41][C:42]1[CH:43]=[C:44]([N:49]([C:50]2[N:55]=[C:54]3[S:56][C:57]([NH:59][C:60]([CH:62]4[CH2:63][CH2:64]4)=[O:61])=[N:58][C:53]3=[CH:52][CH:51]=2)[CH3:65])[CH:45]=[CH:46][C:47]=1[F:48])=[O:6]. The yield is 0.870. (3) The reactants are [ClH:1].[CH3:2][C:3]1[NH:7][CH:6]=[N:5][C:4]=1/[CH:8]=[CH:9]/[C:10]([OH:12])=[O:11].CCCCCCC.C(OC(C)C)(C)C. The catalyst is [Pd].O1CCCC1.O. The product is [ClH:1].[CH3:2][C:3]1[NH:7][CH:6]=[N:5][C:4]=1[CH2:8][CH2:9][C:10]([OH:12])=[O:11]. The yield is 0.830. (4) The reactants are [NH2:1][C:2]1[CH:9]=[CH:8][CH:7]=[C:6]([O:10][CH2:11][C@H:12]2[CH2:17][CH2:16][CH2:15][N:14]([C:18](=[O:23])[CH2:19][CH:20]([CH3:22])[CH3:21])[CH2:13]2)[C:3]=1[C:4]#[N:5].[S:24](Cl)(=[O:27])(=[O:26])[NH2:25].O. The catalyst is CC(N(C)C)=O. The product is [S:24]([NH:1][C:2]1[CH:9]=[CH:8][CH:7]=[C:6]([O:10][CH2:11][C@H:12]2[CH2:17][CH2:16][CH2:15][N:14]([C:18](=[O:23])[CH2:19][CH:20]([CH3:21])[CH3:22])[CH2:13]2)[C:3]=1[C:4]#[N:5])(=[O:27])(=[O:26])[NH2:25]. The yield is 0.870. (5) The reactants are C([O-])(=O)C.[O:5]=[C:6]1[C@@H:9]([NH3+:10])[CH2:8][NH:7]1.CCN(C(C)C)C(C)C.[CH2:20]([O:28][C:29](N1C=CC=CC1=O)=[O:30])[CH2:21][CH2:22][CH2:23][CH2:24][CH2:25][CH2:26][CH3:27].CCOCC. The catalyst is C(Cl)Cl. The product is [CH2:20]([O:28][C:29](=[O:30])[NH:10][C@H:9]1[CH2:8][NH:7][C:6]1=[O:5])[CH2:21][CH2:22][CH2:23][CH2:24][CH2:25][CH2:26][CH3:27]. The yield is 0.420. (6) No catalyst specified. The product is [CH3:1][O:2][C:3]1[CH:4]=[C:5]([CH:30]=[CH:31][CH:32]=1)[CH2:6][C:7]1[C:8]2[CH2:29][N:28]([CH3:33])[CH2:27][CH2:26][C:9]=2[N:10]=[C:11]([NH:13][C:14]2[CH:15]=[CH:16][C:17]([N:20]3[CH:24]=[CH:23][N:22]=[C:21]3[CH3:25])=[CH:18][CH:19]=2)[N:12]=1. The reactants are [CH3:1][O:2][C:3]1[CH:4]=[C:5]([CH:30]=[CH:31][CH:32]=1)[CH2:6][C:7]1[C:8]2[CH2:29][NH:28][CH2:27][CH2:26][C:9]=2[N:10]=[C:11]([NH:13][C:14]2[CH:19]=[CH:18][C:17]([N:20]3[CH:24]=[CH:23][N:22]=[C:21]3[CH3:25])=[CH:16][CH:15]=2)[N:12]=1.[CH2:33]=O. The yield is 0.104. (7) The reactants are [C:1]([C:4]1[CH:5]=[C:6]([Cl:21])[C:7]([CH3:20])=[C:8]([C:18]#[N:19])[C:9]=1[C:10]1[CH:15]=[C:14]([F:16])[CH:13]=[C:12]([F:17])[CH:11]=1)(=[O:3])[CH3:2].[OH-:22].[K+].Cl. The catalyst is C(O)C. The product is [C:1]([C:4]1[CH:5]=[C:6]([Cl:21])[C:7]([CH3:20])=[C:8]([C:18]([NH2:19])=[O:22])[C:9]=1[C:10]1[CH:11]=[C:12]([F:17])[CH:13]=[C:14]([F:16])[CH:15]=1)(=[O:3])[CH3:2]. The yield is 0.290. (8) The reactants are [NH2:1][N:2]1[C:6]([C:7]([O:9]C)=O)=[CH:5][N:4]=[CH:3]1.[CH:11]([NH2:13])=O. The catalyst is O. The product is [N:1]1[N:2]2[CH:3]=[N:4][CH:5]=[C:6]2[C:7](=[O:9])[NH:13][CH:11]=1. The yield is 0.200. (9) The reactants are [CH:1]1([N:5]2[CH2:10][CH:9]3[CH:7]([CH:8]3[C:11]([OH:13])=O)[CH2:6]2)[CH2:4][CH2:3][CH2:2]1.P(Cl)(Cl)(Cl)=O.[NH2:19][C:20]1[C:29]([Cl:30])=[CH:28][C:27]([C:31]([NH:33][NH2:34])=O)=[C:26]2[C:21]=1[CH2:22][CH2:23][CH2:24][O:25]2. No catalyst specified. The product is [Cl:30][C:29]1[C:20]([NH2:19])=[C:21]2[C:26](=[C:27]([C:31]3[O:13][C:11]([CH:8]4[CH:7]5[CH:9]4[CH2:10][N:5]([CH:1]4[CH2:2][CH2:3][CH2:4]4)[CH2:6]5)=[N:34][N:33]=3)[CH:28]=1)[O:25][CH2:24][CH2:23][CH2:22]2. The yield is 0.140.